This data is from Reaction yield outcomes from USPTO patents with 853,638 reactions. The task is: Predict the reaction yield, written as a fraction of the theoretical maximum amount of product (1.0 means a 100% yield; for example, 0.34 means a 34% yield). (1) The product is [Cl:1][C:2]1[N:7]=[CH:6][C:5]([NH:8][C:9]2[C:14]([C:15]3[N:20]=[C:19]([CH3:21])[N:18]=[C:17]([NH2:22])[N:16]=3)=[CH:13][C:12]([C@H:41]([N:43]3[CH2:48][CH2:47][N:46]([S:49]([CH3:52])(=[O:50])=[O:51])[CH2:45][CH2:44]3)[CH3:42])=[CH:11][N:10]=2)=[CH:4][CH:3]=1. The catalyst is C(O)(C(F)(F)F)=O. The yield is 0.624. The reactants are [Cl:1][C:2]1[N:7]=[CH:6][C:5]([NH:8][C:9]2[C:14]([C:15]3[N:20]=[C:19]([CH3:21])[N:18]=[C:17]([N:22](CC4C=CC(OC)=CC=4)CC4C=CC(OC)=CC=4)[N:16]=3)=[CH:13][C:12]([C@H:41]([N:43]3[CH2:48][CH2:47][N:46]([S:49]([CH3:52])(=[O:51])=[O:50])[CH2:45][CH2:44]3)[CH3:42])=[CH:11][N:10]=2)=[CH:4][CH:3]=1.FC(F)(F)S(O)(=O)=O. (2) The reactants are [CH3:1][O:2][C:3](=[O:21])[C:4]1[CH:9]=[C:8](Br)[C:7]([F:11])=[C:6]([F:12])[C:5]=1[NH:13][C:14]1[CH:19]=[CH:18][CH:17]=[CH:16][C:15]=1[Cl:20].[Si:22]([C:26]#[CH:27])([CH3:25])([CH3:24])[CH3:23].N(C(C)C)C(C)C. The catalyst is C1COCC1.Cl[Pd](Cl)([P](C1C=CC=CC=1)(C1C=CC=CC=1)C1C=CC=CC=1)[P](C1C=CC=CC=1)(C1C=CC=CC=1)C1C=CC=CC=1.[Cu]I. The product is [CH3:1][O:2][C:3](=[O:21])[C:4]1[CH:9]=[C:8]([C:27]#[C:26][Si:22]([CH3:25])([CH3:24])[CH3:23])[C:7]([F:11])=[C:6]([F:12])[C:5]=1[NH:13][C:14]1[CH:19]=[CH:18][CH:17]=[CH:16][C:15]=1[Cl:20]. The yield is 0.850. (3) The catalyst is C(O)C.C([O-])(=O)C.[Pd+2].C([O-])(=O)C. The reactants are [Cl:1][C:2]1[N:7]=[C:6]([NH2:8])[C:5]([O:9][CH3:10])=[C:4](Cl)[N:3]=1.[C:12]([O-:15])(=[O:14])C.[Na+].[CH:17]1C=CC(P(C2C=CC=CC=2)CCCCP(C2C=CC=CC=2)C2C=CC=CC=2)=C[CH:18]=1. The product is [CH2:17]([O:15][C:12]([C:4]1[C:5]([O:9][CH3:10])=[C:6]([NH2:8])[N:7]=[C:2]([Cl:1])[N:3]=1)=[O:14])[CH3:18]. The yield is 0.230. (4) The yield is 0.420. The reactants are [CH3:1][O:2][C:3]1[CH:8]=[CH:7][CH:6]=[CH:5][C:4]=1[C:9]1[C:17]2[C:12](=[N:13][CH:14]=[C:15]([C:18]3[CH:19]=[C:20]([CH:24]=[CH:25][CH:26]=3)[C:21]([OH:23])=O)[CH:16]=2)[NH:11][N:10]=1.[CH3:27][N:28]([CH3:37])[CH2:29][CH2:30][N:31]1[CH2:36][CH2:35][NH:34][CH2:33][CH2:32]1.ClCCl.C(=O)([O-])[O-].[Na+].[Na+]. The catalyst is C(#N)C.CO. The product is [CH3:27][N:28]([CH3:37])[CH2:29][CH2:30][N:31]1[CH2:36][CH2:35][N:34]([C:21]([C:20]2[CH:24]=[CH:25][CH:26]=[C:18]([C:15]3[CH:16]=[C:17]4[C:9]([C:4]5[CH:5]=[CH:6][CH:7]=[CH:8][C:3]=5[O:2][CH3:1])=[N:10][NH:11][C:12]4=[N:13][CH:14]=3)[CH:19]=2)=[O:23])[CH2:33][CH2:32]1. (5) The reactants are [NH2:1][C:2]1[C:10]([F:11])=[CH:9][CH:8]=[CH:7][C:3]=1[C:4]([OH:6])=[O:5].[Br:12]Br.Br. The catalyst is C(Cl)(Cl)Cl. The product is [NH2:1][C:2]1[C:10]([F:11])=[CH:9][C:8]([Br:12])=[CH:7][C:3]=1[C:4]([OH:6])=[O:5]. The yield is 0.950. (6) The reactants are [C:1]([Mg]Cl)#[CH:2].O1CCCC1.[O:10]1[CH2:15][CH2:14][C:13](=[O:16])[CH2:12][CH2:11]1.[Cl-].[NH4+]. The catalyst is C(OCC)C. The product is [C:1]([C:13]1([OH:16])[CH2:14][CH2:15][O:10][CH2:11][CH2:12]1)#[CH:2]. The yield is 0.962.